This data is from Catalyst prediction with 721,799 reactions and 888 catalyst types from USPTO. The task is: Predict which catalyst facilitates the given reaction. (1) The catalyst class is: 74. Product: [OH:15][N:14]=[CH:2][C:1]([NH:7][C:8]1[CH:13]=[CH:12][CH:11]=[CH:10][CH:9]=1)=[O:6]. Reactant: [C:1]([NH:7][C:8]1[CH:13]=[CH:12][CH:11]=[CH:10][CH:9]=1)(=[O:6])[CH2:2]C(C)=O.[N:14]([O-])=[O:15].[Na+].S(=O)(=O)(O)O. (2) Reactant: C(OC([NH:8][CH2:9][CH2:10][O:11][C:12]1[CH:21]=[CH:20][C:15]([C:16]([O:18][CH3:19])=[O:17])=[CH:14][C:13]=1[C:22]([O:24]C)=O)=O)(C)(C)C.C(O)(C(F)(F)F)=O.C1(C)C=CC=CC=1.CCN(CC)CC. Product: [O:24]=[C:22]1[C:13]2[CH:14]=[C:15]([C:16]([O:18][CH3:19])=[O:17])[CH:20]=[CH:21][C:12]=2[O:11][CH2:10][CH2:9][NH:8]1. The catalyst class is: 2. (3) Reactant: [NH2:1][C:2]1[CH:29]=[CH:28][C:5]2[O:6][CH2:7][C@H:8]([NH:13][C:14]([C:16]3[CH:20]=[C:19]([CH2:21][C:22]4[CH:27]=[CH:26][CH:25]=[CH:24][CH:23]=4)[O:18][N:17]=3)=[O:15])[C:9](=[O:12])[N:10]([CH3:11])[C:4]=2[CH:3]=1.[N:30]([CH:33]([CH3:35])[CH3:34])=[C:31]=[O:32]. Product: [CH2:21]([C:19]1[O:18][N:17]=[C:16]([C:14]([NH:13][C@H:8]2[CH2:7][O:6][C:5]3[CH:28]=[CH:29][C:2]([NH:1][C:31]([NH:30][CH:33]([CH3:35])[CH3:34])=[O:32])=[CH:3][C:4]=3[N:10]([CH3:11])[C:9]2=[O:12])=[O:15])[CH:20]=1)[C:22]1[CH:23]=[CH:24][CH:25]=[CH:26][CH:27]=1. The catalyst class is: 31. (4) Reactant: [Cl:1][C:2]1[CH:3]=[C:4]([C:8]2[N:9]=[C:10]([NH:16][C:17]3[CH:22]=[C:21]([CH2:23][CH:24](OC)[O:25]C)[CH:20]=[CH:19][C:18]=3[N+:29]([O-:31])=[O:30])[S:11][C:12]=2[C:13]([NH2:15])=[O:14])[CH:5]=[CH:6][CH:7]=1.C(O)=O. The catalyst class is: 6. Product: [Cl:1][C:2]1[CH:3]=[C:4]([C:8]2[N:9]=[C:10]([NH:16][C:17]3[CH:22]=[C:21]([CH2:23][CH:24]=[O:25])[CH:20]=[CH:19][C:18]=3[N+:29]([O-:31])=[O:30])[S:11][C:12]=2[C:13]([NH2:15])=[O:14])[CH:5]=[CH:6][CH:7]=1. (5) The catalyst class is: 1. Product: [C:1]([O:5][C:6](=[O:25])[NH:7][C@@H:8]([CH2:23][OH:24])[CH2:9][O:10][CH2:11][CH2:12][CH2:13][CH2:14][CH2:15][CH2:16][CH2:17][CH2:18][CH2:19][CH2:20][CH2:21][NH:22][C:27]1[C:35]2=[N:34][O:33][N:32]=[C:31]2[C:30]([N+:36]([O-:38])=[O:37])=[CH:29][CH:28]=1)([CH3:4])([CH3:2])[CH3:3]. Reactant: [C:1]([O:5][C:6](=[O:25])[NH:7][C@@H:8]([CH2:23][OH:24])[CH2:9][O:10][CH2:11][CH2:12][CH2:13][CH2:14][CH2:15][CH2:16][CH2:17][CH2:18][CH2:19][CH2:20][CH2:21][NH2:22])([CH3:4])([CH3:3])[CH3:2].Cl[C:27]1[C:35]2[C:31](=[N:32][O:33][N:34]=2)[C:30]([N+:36]([O-:38])=[O:37])=[CH:29][CH:28]=1. (6) Reactant: [Br:1][C:2]1[S:6][C:5]2=[N:7][C:8]([C:10]([NH:12][C:13]3[C:18]([OH:19])=[CH:17][C:16]([O:20][CH3:21])=[CH:15][C:14]=3[OH:22])=O)=[CH:9][N:4]2[N:3]=1.C(O)(C(F)(F)F)=O. Product: [Br:1][C:2]1[S:6][C:5]2=[N:7][C:8]([C:10]3[O:22][C:14]4[C:13](=[C:18]([OH:19])[CH:17]=[C:16]([O:20][CH3:21])[CH:15]=4)[N:12]=3)=[CH:9][N:4]2[N:3]=1. The catalyst class is: 52. (7) Product: [F:1][C:2]1[CH:3]=[CH:4][C:5]([N:8]2[CH:12]=[CH:11][C:10]([NH:13][C:21]([C:23]3[C:28]([NH:29][C:30]4[CH:35]=[N:34][CH:33]=[N:32][CH:31]=4)=[CH:27][CH:26]=[C:25]([CH3:36])[N:24]=3)=[O:20])=[N:9]2)=[CH:6][CH:7]=1. Reactant: [F:1][C:2]1[CH:7]=[CH:6][C:5]([N:8]2[CH:12]=[CH:11][C:10]([NH2:13])=[N:9]2)=[CH:4][CH:3]=1.C[Al](C)C.C([O:20][C:21]([C:23]1[C:28]([NH:29][C:30]2[CH:31]=[N:32][CH:33]=[N:34][CH:35]=2)=[CH:27][CH:26]=[C:25]([CH3:36])[N:24]=1)=O)C.O. The catalyst class is: 12.